Dataset: Catalyst prediction with 721,799 reactions and 888 catalyst types from USPTO. Task: Predict which catalyst facilitates the given reaction. (1) Reactant: [ClH:1].Cl.Cl[C:4]1[CH:5]=[C:6]2[C:11](=[CH:12][CH:13]=1)[CH:10]=[C:9]([S:14]([CH2:17][CH2:18][C:19]([N:21]([CH2:35][CH2:36][NH:37][CH3:38])[CH:22]1[CH2:27][CH2:26][N:25]([C:28]3[CH:33]=[CH:32][N:31]=[C:30]([CH3:34])[CH:29]=3)[CH2:24][CH2:23]1)=[O:20])(=[O:16])=[O:15])[CH:8]=[CH:7]2.[C:39](OC(=O)C)(=[O:41])[CH3:40].C(N(CC)CC)C. Product: [C:39]([N:37]([CH2:36][CH2:35][N:21]([CH:22]1[CH2:27][CH2:26][N:25]([C:28]2[CH:33]=[CH:32][N:31]=[C:30]([CH3:34])[CH:29]=2)[CH2:24][CH2:23]1)[C:19](=[O:20])[CH2:18][CH2:17][S:14]([C:9]1[CH:8]=[CH:7][C:6]2[C:11](=[CH:12][CH:13]=[C:4]([Cl:1])[CH:5]=2)[CH:10]=1)(=[O:16])=[O:15])[CH3:38])(=[O:41])[CH3:40]. The catalyst class is: 2. (2) Reactant: Br[C:2]1[CH:11]=[C:10]2[C:5]([CH:6]=[CH:7][N:8]=[CH:9]2)=[CH:4][CH:3]=1.C(=O)=[O:13].C(O)(C)C.[Li]CCCC.CN(CCN(C)C)C. Product: [C:9]1([OH:13])[C:10]2[C:5](=[CH:4][CH:3]=[CH:2][CH:11]=2)[CH:6]=[CH:7][N:8]=1. The catalyst class is: 1. (3) Reactant: [Br:1][C:2]1[CH:7]=[C:6]([CH3:8])[C:5]([C:9]2[C:13]3[N:14]=[C:15]([CH3:19])[N:16]=[C:17](Cl)[C:12]=3[S:11][C:10]=2[CH3:20])=[C:4]([CH3:21])[CH:3]=1.[NH:22]1[CH2:27][CH2:26][CH:25]([CH2:28][OH:29])[CH2:24][CH2:23]1.C(N(CC)C(C)C)(C)C.C(=O)([O-])O.[Na+]. Product: [Br:1][C:2]1[CH:7]=[C:6]([CH3:8])[C:5]([C:9]2[C:13]3[N:14]=[C:15]([CH3:19])[N:16]=[C:17]([N:22]4[CH2:27][CH2:26][CH:25]([CH2:28][OH:29])[CH2:24][CH2:23]4)[C:12]=3[S:11][C:10]=2[CH3:20])=[C:4]([CH3:21])[CH:3]=1. The catalyst class is: 8. (4) Reactant: C(N(CC)CC)C.[CH3:8][S:9](Cl)(=[O:11])=[O:10].O1CCCC1.[Cl:18][C:19]1[CH:20]=[CH:21][C:22]([CH2:25][OH:26])=[N:23][CH:24]=1. Product: [CH3:8][S:9]([O:26][CH2:25][C:22]1[CH:21]=[CH:20][C:19]([Cl:18])=[CH:24][N:23]=1)(=[O:11])=[O:10]. The catalyst class is: 6.